This data is from Catalyst prediction with 721,799 reactions and 888 catalyst types from USPTO. The task is: Predict which catalyst facilitates the given reaction. (1) Reactant: [C:1]1([C:7]2[C:25]([C:26]3[CH:31]=[CH:30][C:29]([C:32]4([NH:36]C(=O)OC(C)(C)C)[CH2:35][CH2:34][CH2:33]4)=[CH:28][CH:27]=3)=[N:24][C:10]3[O:11][CH2:12][C:13]4[N:14]([C:15]([C:18]5[CH:23]=[CH:22][CH:21]=[CH:20][N:19]=5)=[N:16][N:17]=4)[C:9]=3[CH:8]=2)[CH:6]=[CH:5][CH:4]=[CH:3][CH:2]=1.C(O)(C(F)(F)F)=O. Product: [C:1]1([C:7]2[C:25]([C:26]3[CH:27]=[CH:28][C:29]([C:32]4([NH2:36])[CH2:35][CH2:34][CH2:33]4)=[CH:30][CH:31]=3)=[N:24][C:10]3[O:11][CH2:12][C:13]4[N:14]([C:15]([C:18]5[CH:23]=[CH:22][CH:21]=[CH:20][N:19]=5)=[N:16][N:17]=4)[C:9]=3[CH:8]=2)[CH:6]=[CH:5][CH:4]=[CH:3][CH:2]=1. The catalyst class is: 4. (2) Reactant: [CH2:1]([N:9]1[CH2:14][CH2:13][C:12](=O)[CH2:11][CH2:10]1)[CH2:2][C:3]1[CH:8]=[CH:7][CH:6]=[CH:5][CH:4]=1.[NH2:16][OH:17].C([O-])([O-])=O.[K+].[K+].Cl.NO. Product: [CH2:1]([N:9]1[CH2:14][CH2:13][C:12](=[N:16][OH:17])[CH2:11][CH2:10]1)[CH2:2][C:3]1[CH:8]=[CH:7][CH:6]=[CH:5][CH:4]=1. The catalyst class is: 6. (3) Reactant: [O:1]=[C:2]1[CH2:7][CH2:6][CH:5]([CH2:8][NH:9][C:10](=[O:19])[O:11][CH2:12][C:13]2[CH:18]=[CH:17][CH:16]=[CH:15][CH:14]=2)[CH2:4][CH2:3]1.[CH2:20]([Mg]Br)[CH3:21]. Product: [CH2:20]([C:2]1([OH:1])[CH2:7][CH2:6][CH:5]([CH2:8][NH:9][C:10](=[O:19])[O:11][CH2:12][C:13]2[CH:14]=[CH:15][CH:16]=[CH:17][CH:18]=2)[CH2:4][CH2:3]1)[CH3:21]. The catalyst class is: 365. (4) Reactant: [Cl:1][C:2]1[CH:7]=[CH:6][C:5]([SH:8])=[CH:4][CH:3]=1.[F:9][C:10]1[CH:17]=[CH:16][C:15]([F:18])=[CH:14][C:11]=1[CH2:12]Br.C(N(CC)CC)C. Product: [F:9][C:10]1[CH:17]=[CH:16][C:15]([F:18])=[CH:14][C:11]=1[CH2:12][S:8][C:5]1[CH:6]=[CH:7][C:2]([Cl:1])=[CH:3][CH:4]=1. The catalyst class is: 4. (5) Reactant: [OH-:1].[K+].C(O)C[OH:5].[Cl:7][C:8]1[C:12]([CH3:13])=[CH:11][S:10][C:9]=1[C:14]1([C:19]#N)[CH2:18][CH2:17][CH2:16][CH2:15]1.CCOCC. Product: [Cl:7][C:8]1[C:12]([CH3:13])=[CH:11][S:10][C:9]=1[C:14]1([C:19]([OH:5])=[O:1])[CH2:18][CH2:17][CH2:16][CH2:15]1. The catalyst class is: 6. (6) Reactant: C(=O)([O-])[O-].[K+].[K+].[NH2:7][C:8]1[CH:9]=[C:10]([CH3:15])[C:11]([OH:14])=[CH:12][CH:13]=1.Br[CH2:17][C:18]([O:20][CH2:21][CH3:22])=[O:19].O. Product: [CH2:21]([O:20][C:18](=[O:19])[CH2:17][NH:7][C:8]1[CH:13]=[CH:12][C:11]([OH:14])=[C:10]([CH3:15])[CH:9]=1)[CH3:22]. The catalyst class is: 3. (7) Reactant: [C:1]1([C@H:7]2[O:12][CH2:11][C@H:10]([OH:13])[CH2:9][O:8]2)[CH:6]=[CH:5][CH:4]=[CH:3][CH:2]=1.[F:14][C:15]([F:28])([F:27])[S:16](O[S:16]([C:15]([F:28])([F:27])[F:14])(=[O:18])=[O:17])(=[O:18])=[O:17]. Product: [F:14][C:15]([F:28])([F:27])[S:16]([O:13][C@@H:10]1[CH2:11][O:12][C@@H:7]([C:1]2[CH:2]=[CH:3][CH:4]=[CH:5][CH:6]=2)[O:8][CH2:9]1)(=[O:18])=[O:17]. The catalyst class is: 2.